This data is from Catalyst prediction with 721,799 reactions and 888 catalyst types from USPTO. The task is: Predict which catalyst facilitates the given reaction. (1) Reactant: S[C:2]1[O:3][C:4]2[C:5](=[C:7]([C:11]#[N:12])[CH:8]=[CH:9][CH:10]=2)[N:6]=1.O=S(Cl)[Cl:15]. Product: [Cl:15][C:2]1[O:3][C:4]2[C:5](=[C:7]([C:11]#[N:12])[CH:8]=[CH:9][CH:10]=2)[N:6]=1. The catalyst class is: 3. (2) Reactant: [C@@H:1]1([N:10]2[C:19]3[N:18]=[CH:17][N:16]=[C:14]([NH2:15])[C:13]=3[N:12]=[CH:11]2)[O:9][C@H:6]([CH2:7][OH:8])[C@@H:4]([OH:5])[C@H:2]1[OH:3].CO[C:22](OC)([CH3:24])[CH3:23].CC(C)=O. Product: [CH3:23][C:22]1([CH3:24])[O:3][CH:2]2[CH:4]([CH:6]([CH2:7][OH:8])[O:9][CH:1]2[N:10]2[C:19]3[N:18]=[CH:17][N:16]=[C:14]([NH2:15])[C:13]=3[N:12]=[CH:11]2)[O:5]1. The catalyst class is: 81.